From a dataset of Catalyst prediction with 721,799 reactions and 888 catalyst types from USPTO. Predict which catalyst facilitates the given reaction. (1) Reactant: [NH2:1][CH2:2][C:3]1[C:4](=[N:9][NH:10][C:11]2[CH:16]=[CH:15][C:14]([F:17])=[C:13]([F:18])[CH:12]=2)[C:5]([NH2:8])=[N:6][N:7]=1.C(N(CC)CC)C.[C:26](Cl)(=[O:33])[C:27]1[CH:32]=[CH:31][CH:30]=[N:29][CH:28]=1.C(OCC)(=O)C. Product: [NH2:8][C:5]1[C:4](=[N:9][NH:10][C:11]2[CH:16]=[CH:15][C:14]([F:17])=[C:13]([F:18])[CH:12]=2)[C:3]([CH2:2][NH:1][C:26](=[O:33])[C:27]2[CH:32]=[CH:31][CH:30]=[N:29][CH:28]=2)=[N:7][N:6]=1. The catalyst class is: 3. (2) Reactant: [O:1]1[CH2:6][CH2:5][N:4]([C:7]2[CH:12]=[CH:11][C:10]([NH:13][C:14]3[N:19]=[C:18]([S:20][C:21]4[CH:22]=[C:23]([CH:28]=[CH:29][CH:30]=4)[C:24](OC)=[O:25])[CH:17]=[CH:16][N:15]=3)=[CH:9][CH:8]=2)[CH2:3][CH2:2]1.[H-].[Al+3].[Li+].[H-].[H-].[H-].C(=O)(O)[O-].[Na+]. Product: [O:1]1[CH2:6][CH2:5][N:4]([C:7]2[CH:12]=[CH:11][C:10]([NH:13][C:14]3[N:19]=[C:18]([S:20][C:21]4[CH:22]=[C:23]([CH2:24][OH:25])[CH:28]=[CH:29][CH:30]=4)[CH:17]=[CH:16][N:15]=3)=[CH:9][CH:8]=2)[CH2:3][CH2:2]1. The catalyst class is: 7. (3) Reactant: [CH2:1]([O:8][CH2:9][C@H:10]([NH:24][C:25](=[O:43])[C@@H:26]([NH:34][C:35]([N:37]1[CH2:42][CH2:41][O:40][CH2:39][CH2:38]1)=[O:36])[CH2:27][CH:28]1[CH2:33][CH2:32][CH2:31][CH2:30][CH2:29]1)[CH:11]([OH:23])[C:12](=[O:22])[NH:13][C:14]([CH3:21])([CH3:20])[CH2:15][C:16]([CH3:19])([CH3:18])[CH3:17])[C:2]1[CH:7]=[CH:6][CH:5]=[CH:4][CH:3]=1.CC(OI1(OC(C)=O)(OC(C)=O)OC(=O)C2C=CC=CC1=2)=O. Product: [CH2:1]([O:8][CH2:9][C@H:10]([NH:24][C:25](=[O:43])[C@@H:26]([NH:34][C:35]([N:37]1[CH2:42][CH2:41][O:40][CH2:39][CH2:38]1)=[O:36])[CH2:27][CH:28]1[CH2:33][CH2:32][CH2:31][CH2:30][CH2:29]1)[C:11](=[O:23])[C:12](=[O:22])[NH:13][C:14]([CH3:21])([CH3:20])[CH2:15][C:16]([CH3:18])([CH3:17])[CH3:19])[C:2]1[CH:3]=[CH:4][CH:5]=[CH:6][CH:7]=1. The catalyst class is: 2. (4) Reactant: [CH3:1][C:2]1[CH:3]=[N:4][CH:5]=[C:6]([CH3:8])[CH:7]=1.[OH:9]O. Product: [CH3:1][C:2]1[CH:3]=[N+:4]([O-:9])[CH:5]=[C:6]([CH3:8])[CH:7]=1. The catalyst class is: 86. (5) Reactant: [Cl:1][C:2]1[CH:7]=[CH:6][CH:5]=[C:4]([CH3:8])[C:3]=1[NH:9][C:10]1[NH:11][C:12]2[C:18]3[CH2:19][C:20]([CH3:23])([CH3:22])[O:21][C:17]=3[C:16]([C:24](OC)=[O:25])=[CH:15][C:13]=2[N:14]=1.[NH2:28][C:29]1[CH:34]=[CH:33][C:32]([C:35]([F:38])([F:37])[F:36])=[CH:31][N+:30]=1[O-:39].C[Al](C)C. Product: [Cl:1][C:2]1[CH:7]=[CH:6][CH:5]=[C:4]([CH3:8])[C:3]=1[NH:9][C:10]1[NH:11][C:12]2[C:18]3[CH2:19][C:20]([CH3:23])([CH3:22])[O:21][C:17]=3[C:16]([C:24]([NH:28][C:29]3[CH:34]=[CH:33][C:32]([C:35]([F:36])([F:38])[F:37])=[CH:31][N+:30]=3[O-:39])=[O:25])=[CH:15][C:13]=2[N:14]=1. The catalyst class is: 11. (6) The catalyst class is: 3. Product: [CH3:1][N:2]1[C:10]2[N:9]=[CH:8][N:7]([CH2:14][C@H:15]3[CH2:20][CH2:19][C@H:18]([CH3:21])[CH2:17][CH2:16]3)[C:6]=2[C:5](=[O:11])[NH:4][C:3]1=[O:12]. Reactant: [CH3:1][N:2]1[C:10]2[N:9]=[CH:8][NH:7][C:6]=2[C:5](=[O:11])[NH:4][C:3]1=[O:12].Br[CH2:14][C@H:15]1[CH2:20][CH2:19][C@H:18]([CH3:21])[CH2:17][CH2:16]1.C(=O)([O-])[O-].[Na+].[Na+].CS(C)=O. (7) Reactant: Cl.[NH2:2][OH:3].[OH-].[K+].NO.[O:8]=[C:9]1[C:18]2[C:13](=[CH:14][CH:15]=[C:16]([C:19]([O:21]C)=O)[CH:17]=2)[CH:12]=[CH:11][NH:10]1.C(O)(=O)C. Product: [OH:3][NH:2][C:19]([C:16]1[CH:17]=[C:18]2[C:13]([CH:12]=[CH:11][NH:10][C:9]2=[O:8])=[CH:14][CH:15]=1)=[O:21]. The catalyst class is: 5. (8) Reactant: S([O-])([O-])(=O)=O.[Na+].[Na+].Cl[C:9](Cl)(Cl)[CH:10]([OH:12])O.[C:15]([C:19]1[CH:24]=[C:23]([C:25]([CH3:28])([CH3:27])[CH3:26])[CH:22]=[CH:21][C:20]=1[NH2:29])([CH3:18])([CH3:17])[CH3:16].Cl.[NH2:31][OH:32]. Product: [C:15]([C:19]1[CH:24]=[C:23]([C:25]([CH3:28])([CH3:27])[CH3:26])[CH:22]=[CH:21][C:20]=1[NH:29][C:10](=[O:12])/[CH:9]=[N:31]/[OH:32])([CH3:18])([CH3:17])[CH3:16]. The catalyst class is: 223. (9) Reactant: [CH3:1][O:2][CH2:3][CH2:4][N:5]1[CH2:9][C:8](=[O:10])[C@H:7]([NH:11][C:12](=[O:18])[O:13][C:14]([CH3:17])([CH3:16])[CH3:15])[CH2:6]1.[C:19]1([Li])[CH:24]=[CH:23][CH:22]=[CH:21][CH:20]=1.C(OCCCC)CCC. Product: [OH:10][C@@:8]1([C:19]2[CH:24]=[CH:23][CH:22]=[CH:21][CH:20]=2)[CH2:9][N:5]([CH2:4][CH2:3][O:2][CH3:1])[CH2:6][C@H:7]1[NH:11][C:12](=[O:18])[O:13][C:14]([CH3:15])([CH3:17])[CH3:16].[OH:10][C@:8]1([C:19]2[CH:24]=[CH:23][CH:22]=[CH:21][CH:20]=2)[CH2:9][N:5]([CH2:4][CH2:3][O:2][CH3:1])[CH2:6][C@H:7]1[NH:11][C:12](=[O:18])[O:13][C:14]([CH3:15])([CH3:17])[CH3:16]. The catalyst class is: 220. (10) Reactant: [S:1]1[CH:5]=[CH:4][C:3]([C:6]([O:8][CH3:9])=[O:7])=[CH:2]1.Cl[S:11]([OH:14])(=[O:13])=[O:12]. Product: [CH3:9][O:8][C:6]([C:3]1[CH:4]=[C:5]([S:11]([OH:14])(=[O:13])=[O:12])[S:1][CH:2]=1)=[O:7]. The catalyst class is: 4.